Dataset: Reaction yield outcomes from USPTO patents with 853,638 reactions. Task: Predict the reaction yield, written as a fraction of the theoretical maximum amount of product (1.0 means a 100% yield; for example, 0.34 means a 34% yield). (1) The reactants are Br[C:2]1[N:7]=[CH:6][C:5]2[N:8]([CH3:19])[C:9]([CH2:11][C:12]3[CH:17]=[CH:16][CH:15]=[CH:14][C:13]=3[F:18])=[N:10][C:4]=2[CH:3]=1.[CH3:20][O:21][CH:22]1[CH2:27][CH2:26][N:25]([C:28]2[N:33]=[C:32]([NH2:34])[CH:31]=[CH:30][N:29]=2)[CH2:24][CH2:23]1.CC(C1C=C(C(C)C)C(C2C=CC=CC=2P(C2CCCCC2)C2CCCCC2)=C(C(C)C)C=1)C.C([O-])([O-])=O.[Cs+].[Cs+]. The catalyst is O1CCOCC1.C(Cl)Cl.C1C=CC(/C=C/C(/C=C/C2C=CC=CC=2)=O)=CC=1.C1C=CC(/C=C/C(/C=C/C2C=CC=CC=2)=O)=CC=1.C1C=CC(/C=C/C(/C=C/C2C=CC=CC=2)=O)=CC=1.[Pd].[Pd]. The product is [F:18][C:13]1[CH:14]=[CH:15][CH:16]=[CH:17][C:12]=1[CH2:11][C:9]1[N:8]([CH3:19])[C:5]2[CH:6]=[N:7][C:2]([NH:34][C:32]3[CH:31]=[CH:30][N:29]=[C:28]([N:25]4[CH2:24][CH2:23][CH:22]([O:21][CH3:20])[CH2:27][CH2:26]4)[N:33]=3)=[CH:3][C:4]=2[N:10]=1. The yield is 0.360. (2) The reactants are [CH3:1][C:2]1[C:3]([CH2:13][CH2:14][N:15]2[CH2:20][CH2:19][N:18]([C:21]3[CH:30]=[CH:29][CH:28]=[C:27]4[C:22]=3[CH:23]=[CH:24][C:25]([CH3:31])=[N:26]4)[CH2:17][CH2:16]2)=[C:4]2[C:9](=[CH:10][CH:11]=1)[NH:8][C:7](=[O:12])[CH2:6][CH2:5]2.[ClH:32].Cl.[CH3:34]C1C(CCN2CCN(C3C=CC=C4C=3C=CC(C)=N4)CC2)=C2C(=CC=1)NC(=O)CC2.[H-].[Na+].IC. The catalyst is CN(C=O)C. The product is [ClH:32].[ClH:32].[CH3:34][N:8]1[C:9]2[C:4](=[C:3]([CH2:13][CH2:14][N:15]3[CH2:20][CH2:19][N:18]([C:21]4[CH:30]=[CH:29][CH:28]=[C:27]5[C:22]=4[CH:23]=[CH:24][C:25]([CH3:31])=[N:26]5)[CH2:17][CH2:16]3)[C:2]([CH3:1])=[CH:11][CH:10]=2)[CH2:5][CH2:6][C:7]1=[O:12]. The yield is 0.770. (3) The reactants are [NH2:1][C:2]1[N:6]([CH3:7])[N:5]=[C:4]([C:8]#[N:9])[C:3]=1[N+:10]([O-])=O. The catalyst is C(O)C.[H][H].[Pd]. The product is [NH2:10][C:3]1[C:4]([C:8]#[N:9])=[N:5][N:6]([CH3:7])[C:2]=1[NH2:1]. The yield is 0.450. (4) The reactants are [NH2:1][CH2:2][CH2:3][NH:4][C:5](=[O:11])[O:6][C:7]([CH3:10])([CH3:9])[CH3:8].CCN(C(C)C)C(C)C.[Cl:21][CH2:22][C:23](Cl)=[O:24]. The catalyst is C1COCC1.CCOC(C)=O. The product is [Cl:21][CH2:22][C:23]([NH:1][CH2:2][CH2:3][NH:4][C:5](=[O:11])[O:6][C:7]([CH3:8])([CH3:10])[CH3:9])=[O:24]. The yield is 1.00. (5) The reactants are [Cl:1][C:2]1[CH:7]=[CH:6][C:5]([Cl:8])=[CH:4][C:3]=1[S:9][C:10]1[CH:17]=[CH:16][C:13]([C:14]#[N:15])=[CH:12][C:11]=1[N+:18]([O-])=O.S(S([O-])=O)([O-])=O.[Na+].[Na+].CCOC(C)=O. The catalyst is C1COCC1.O. The product is [NH2:18][C:11]1[CH:12]=[C:13]([CH:16]=[CH:17][C:10]=1[S:9][C:3]1[CH:4]=[C:5]([Cl:8])[CH:6]=[CH:7][C:2]=1[Cl:1])[C:14]#[N:15]. The yield is 0.846.